Dataset: Full USPTO retrosynthesis dataset with 1.9M reactions from patents (1976-2016). Task: Predict the reactants needed to synthesize the given product. (1) Given the product [CH3:22][NH:21][C:19]([C:15]1[CH:14]=[C:13]([O:12][C:6]2[CH:5]=[CH:4][C:3]3[C:8](=[CH:9][CH:10]=[CH:11][C:2]=3[NH:1][C:32]([C:31]3[CH:35]=[CH:36][CH:37]=[C:29]([Cl:28])[CH:30]=3)=[O:33])[CH:7]=2)[CH:18]=[CH:17][N:16]=1)=[O:20], predict the reactants needed to synthesize it. The reactants are: [NH2:1][C:2]1[CH:11]=[CH:10][CH:9]=[C:8]2[C:3]=1[CH:4]=[CH:5][C:6]([O:12][C:13]1[CH:18]=[CH:17][N:16]=[C:15]([C:19]([NH:21][CH3:22])=[O:20])[CH:14]=1)=[CH:7]2.C([O-])(O)=O.[Na+].[Cl:28][C:29]1[CH:30]=[C:31]([CH:35]=[CH:36][CH:37]=1)[C:32](Cl)=[O:33].C(Cl)(Cl)Cl. (2) Given the product [CH3:25][O:24][CH2:23][CH2:22][O:3][C@H:4]1[CH2:5][CH2:6][C@H:7]([N:10]2[C:11](=[O:20])[C:12]3[C:17](=[CH:16][CH:15]=[CH:14][CH:13]=3)[C:18]2=[O:19])[CH2:8][CH2:9]1, predict the reactants needed to synthesize it. The reactants are: [H-].[Na+].[OH:3][C@H:4]1[CH2:9][CH2:8][C@H:7]([N:10]2[C:18](=[O:19])[C:17]3[C:12](=[CH:13][CH:14]=[CH:15][CH:16]=3)[C:11]2=[O:20])[CH2:6][CH2:5]1.Br[CH2:22][CH2:23][O:24][CH3:25].[NH4+].[Cl-]. (3) Given the product [CH2:49]([O:48][C:46](=[O:47])[CH2:45][CH2:44][CH2:43][S:9][C:10]1[CH:19]=[C:18]2[C:13]([C:14]([C:23]3[CH:28]=[CH:27][CH:26]=[CH:25][CH:24]=3)=[CH:15][C:16]3[N:17]2[CH:20]=[N:21][N:22]=3)=[CH:12][CH:11]=1)[CH3:50], predict the reactants needed to synthesize it. The reactants are: C(C(CCCC)COC(=O)CC[S:9][C:10]1[CH:19]=[C:18]2[C:13]([C:14]([C:23]3[CH:28]=[CH:27][CH:26]=[CH:25][CH:24]=3)=[CH:15][C:16]3[N:17]2[CH:20]=[N:21][N:22]=3)=[CH:12][CH:11]=1)C.N#N.CC(C)([O-])C.[K+].Br[CH2:43][CH2:44][CH2:45][C:46]([O:48][CH2:49][CH3:50])=[O:47]. (4) Given the product [C:6]1([OH:7])[CH:1]=[CH:2][CH:3]=[CH:4][CH:5]=1.[S:42](=[O:43])(=[O:24])([OH:44])[OH:45], predict the reactants needed to synthesize it. The reactants are: [CH:1]1[C:6]([OH:7])=[CH:5][CH:4]=[C:3](S([C:3]2[CH:4]=[CH:5][C:6]([OH:7])=[CH:1][CH:2]=2)(=O)=O)[CH:2]=1.C1C=C([OH:24])C(S(C2C=CC(O)=CC=2)(=O)=O)=CC=1.C1C(O)=CC=C([S:42]([OH:45])(=[O:44])=[O:43])C=1. (5) Given the product [ClH:1].[ClH:1].[CH2:3]([C:7]1[N:8]=[N:9][C:10]([O:32][CH:33]2[CH2:38][CH2:37][N:36]([CH3:42])[CH2:35][CH2:34]2)=[CH:11][C:12]=1[C:13]1[CH:18]=[CH:17][C:16]([O:19][CH:20]2[CH2:21][CH2:22][CH2:23][CH2:24][CH2:25]2)=[C:15]([C:26]2[N:27]=[N:28][N:29]([CH3:31])[N:30]=2)[CH:14]=1)[CH2:4][CH2:5][CH3:6], predict the reactants needed to synthesize it. The reactants are: [ClH:1].Cl.[CH2:3]([C:7]1[N:8]=[N:9][C:10]([O:32][CH:33]2[CH2:38][CH2:37][NH:36][CH2:35][CH2:34]2)=[CH:11][C:12]=1[C:13]1[CH:18]=[CH:17][C:16]([O:19][CH:20]2[CH2:25][CH2:24][CH2:23][CH2:22][CH2:21]2)=[C:15]([C:26]2[N:27]=[N:28][N:29]([CH3:31])[N:30]=2)[CH:14]=1)[CH2:4][CH2:5][CH3:6].C=O.O.[C:42](O[BH-](OC(=O)C)OC(=O)C)(=O)C.[Na+]. (6) Given the product [Cl:1][C:2]1[CH:10]=[CH:9][CH:8]=[C:7]([Cl:11])[C:3]=1[C:4]([NH:12][C:13]1[C:14]([N:18]2[CH:22]=[CH:21][CH:20]=[N:19]2)=[N:15][NH:16][CH:17]=1)=[O:5], predict the reactants needed to synthesize it. The reactants are: [Cl:1][C:2]1[CH:10]=[CH:9][CH:8]=[C:7]([Cl:11])[C:3]=1[C:4](Cl)=[O:5].[NH2:12][C:13]1[C:14]([N:18]2[CH:22]=[CH:21][CH:20]=[N:19]2)=[N:15][NH:16][CH:17]=1.C(N(CC)CC)C. (7) Given the product [CH3:18][O:17][CH2:16][CH2:15][O:14][C:13]1[C:6]([O:5][CH2:4][CH2:3][O:2][CH3:1])=[CH:7][C:8]([CH:9]=[O:10])=[C:11]([N+:19]([O-:21])=[O:20])[CH:12]=1, predict the reactants needed to synthesize it. The reactants are: [CH3:1][O:2][CH2:3][CH2:4][O:5][C:6]1[CH:7]=[C:8]([CH:11]=[CH:12][C:13]=1[O:14][CH2:15][CH2:16][O:17][CH3:18])[CH:9]=[O:10].[N+:19]([O-])([OH:21])=[O:20].S(=O)(=O)(O)O.[N+]([O-])([O-])=O.[K+].[OH-].[NH4+]. (8) Given the product [CH3:21][O:20][CH2:19][CH2:18][C:14]1[NH:15][C:16](=[O:17])[C:11]2[NH:10][N:9]=[C:8]([CH2:7][CH2:6][CH2:5][CH2:4][CH2:3][CH2:2][N:22]3[CH2:26][CH2:25][CH2:24][CH2:23]3)[C:12]=2[N:13]=1, predict the reactants needed to synthesize it. The reactants are: Cl[CH2:2][CH2:3][CH2:4][CH2:5][C:6]#[C:7][C:8]1[C:12]2[N:13]=[C:14]([CH2:18][CH2:19][O:20][CH3:21])[NH:15][C:16](=[O:17])[C:11]=2[NH:10][N:9]=1.[NH:22]1[CH2:26][CH2:25][CH2:24][CH2:23]1.C(N(CC)CC)C.[H][H]. (9) Given the product [OH:9][C:3]1[CH:4]=[CH:5][CH:6]=[C:7]([CH3:8])[C:2]=1[NH:1][C:13](=[O:14])[C:12]1[CH:16]=[C:17]([N+:20]([O-:22])=[O:21])[CH:18]=[CH:19][C:11]=1[F:10], predict the reactants needed to synthesize it. The reactants are: [NH2:1][C:2]1[C:7]([CH3:8])=[CH:6][CH:5]=[CH:4][C:3]=1[OH:9].[F:10][C:11]1[CH:19]=[CH:18][C:17]([N+:20]([O-:22])=[O:21])=[CH:16][C:12]=1[C:13](Cl)=[O:14].